This data is from Forward reaction prediction with 1.9M reactions from USPTO patents (1976-2016). The task is: Predict the product of the given reaction. (1) Given the reactants [C:1]([C:3]1[CH:4]=[C:5]([C:13]([OH:15])=O)[C:6]2[C:11]([CH:12]=1)=[CH:10][CH:9]=[CH:8][CH:7]=2)#[N:2].[CH3:16][N:17]1[CH2:22][CH2:21][C:20]([C:25]2[CH:30]=[CH:29][C:28]([F:31])=[CH:27][CH:26]=2)([CH2:23][NH2:24])[CH2:19][CH2:18]1.Cl.C(N=C=NCCCN(C)C)C.ON1C2C=CC=CC=2N=N1, predict the reaction product. The product is: [CH3:16][N:17]1[CH2:18][CH2:19][C:20]([C:25]2[CH:26]=[CH:27][C:28]([F:31])=[CH:29][CH:30]=2)([CH2:23][NH:24][C:13]([C:5]2[C:6]3[C:11](=[CH:10][CH:9]=[CH:8][CH:7]=3)[CH:12]=[C:3]([C:1]#[N:2])[CH:4]=2)=[O:15])[CH2:21][CH2:22]1. (2) Given the reactants [C:1]([Br:5])(Br)(Br)[Br:2].C1(P(C2C=CC=CC=2)C2C=CC=CC=2)C=CC=CC=1.[CH:25](=O)[C:26]1[O:30][CH:29]=[CH:28][CH:27]=1.C(N(CC)CC)C, predict the reaction product. The product is: [Br:2][C:1]([Br:5])=[CH:25][C:26]1[O:30][CH:29]=[CH:28][CH:27]=1. (3) The product is: [NH2:47][C@H:8]([CH2:9][CH2:10][CH2:11][O:12][C:13]1[CH:22]=[C:21]2[C:16]([C:17]([O:23][C:24]3[CH:29]=[CH:28][C:27]([NH:30][C:31]([NH:33][C:34]4[CH:35]=[CH:36][C:37]([C:40]([F:41])([F:43])[F:42])=[CH:38][CH:39]=4)=[O:32])=[CH:26][C:25]=3[F:44])=[CH:18][CH:19]=[N:20]2)=[CH:15][C:14]=1[O:45][CH3:46])[C:7]([OH:48])=[O:6]. Given the reactants C1([O:6][C:7](=[O:48])[C@@H:8]([NH2:47])[CH2:9][CH2:10][CH2:11][O:12][C:13]2[CH:22]=[C:21]3[C:16]([C:17]([O:23][C:24]4[CH:29]=[CH:28][C:27]([NH:30][C:31]([NH:33][C:34]5[CH:39]=[CH:38][C:37]([C:40]([F:43])([F:42])[F:41])=[CH:36][CH:35]=5)=[O:32])=[CH:26][C:25]=4[F:44])=[CH:18][CH:19]=[N:20]3)=[CH:15][C:14]=2[O:45][CH3:46])CCCC1.[Li+].[OH-], predict the reaction product. (4) Given the reactants [Cl:1][C:2]1[CH:3]=[CH:4][C:5]2[NH:11][C:10](=S)[C@@H:9]([CH2:13][C:14]([O:16][CH2:17][CH3:18])=[O:15])[O:8][C@H:7]([C:19]3[CH:24]=[CH:23][CH:22]=[C:21]([O:25][CH3:26])[C:20]=3[O:27][CH3:28])[C:6]=2[CH:29]=1.[C:30]([NH:33][NH2:34])(=[O:32])[CH3:31], predict the reaction product. The product is: [C:30]([NH:33][N:34]=[C:10]1[C@@H:9]([CH2:13][C:14]([O:16][CH2:17][CH3:18])=[O:15])[O:8][C@H:7]([C:19]2[CH:24]=[CH:23][CH:22]=[C:21]([O:25][CH3:26])[C:20]=2[O:27][CH3:28])[C:6]2[CH:29]=[C:2]([Cl:1])[CH:3]=[CH:4][C:5]=2[NH:11]1)(=[O:32])[CH3:31]. (5) The product is: [F:1][C:2]1[CH:7]=[CH:6][C:5]([NH:8][C:9]2[N:18]=[CH:17][CH:16]=[CH:15][C:10]=2[C:11]([OH:13])=[O:12])=[CH:4][CH:3]=1. Given the reactants [F:1][C:2]1[CH:7]=[CH:6][C:5]([NH:8][C:9]2[N:18]=[CH:17][CH:16]=[CH:15][C:10]=2[C:11]([O:13]C)=[O:12])=[CH:4][CH:3]=1.[OH-].[K+], predict the reaction product. (6) Given the reactants [CH3:1][O:2][C:3]1[CH:4]=[C:5]2[C:10](=[CH:11][CH:12]=1)[N:9]=[CH:8][CH:7]=[CH:6]2.C([O-])=O.[NH4+], predict the reaction product. The product is: [CH3:1][O:2][C:3]1[CH:4]=[C:5]2[C:10](=[CH:11][CH:12]=1)[NH:9][CH2:8][CH2:7][CH2:6]2. (7) Given the reactants CC(OC(/N=N/C(OC(C)C)=O)=O)C.[Cl:15][C:16]1[CH:21]=[C:20]([CH2:22]O)[C:19]([Cl:24])=[CH:18][N:17]=1.C1C=CC(P(C2C=CC=CC=2)C2C=CC=CC=2)=CC=1.[C:44]1(=[O:54])[C:52]2[C:47](=[CH:48][CH:49]=[CH:50][CH:51]=2)[C:46](=[O:53])[NH:45]1, predict the reaction product. The product is: [Cl:15][C:16]1[CH:21]=[C:20]([CH2:22][N:45]2[C:46](=[O:53])[C:47]3[C:52](=[CH:51][CH:50]=[CH:49][CH:48]=3)[C:44]2=[O:54])[C:19]([Cl:24])=[CH:18][N:17]=1.